From a dataset of Full USPTO retrosynthesis dataset with 1.9M reactions from patents (1976-2016). Predict the reactants needed to synthesize the given product. (1) Given the product [Cl:5][C:6]1[CH:12]=[CH:11][C:9]([NH:10][C:33]([NH:32][C:26]2[CH:27]=[CH:28][CH:29]=[C:30]([Cl:31])[C:25]=2[Cl:24])=[O:34])=[C:8]([OH:13])[C:7]=1[S:14]([N:17]1[CH2:18][CH2:19][S:20](=[O:23])[CH2:21][CH2:22]1)(=[O:16])=[O:15], predict the reactants needed to synthesize it. The reactants are: NC(N)=O.[Cl:5][C:6]1[CH:12]=[CH:11][C:9]([NH2:10])=[C:8]([OH:13])[C:7]=1[S:14]([N:17]1[CH2:22][CH2:21][S:20](=[O:23])[CH2:19][CH2:18]1)(=[O:16])=[O:15].[Cl:24][C:25]1[C:30]([Cl:31])=[CH:29][CH:28]=[CH:27][C:26]=1[N:32]=[C:33]=[O:34]. (2) Given the product [F:1][C:2]1[CH:11]=[C:10]([NH:12][C:13]([C:15]2[C:24]([OH:25])=[CH:23][C:22]3[C:21]([CH3:29])([CH3:30])[CH2:20][CH2:19][C:18]([CH3:32])([CH3:31])[C:17]=3[CH:16]=2)=[O:14])[CH:9]=[C:8]([F:33])[C:3]=1[C:4]([OH:6])=[O:5], predict the reactants needed to synthesize it. The reactants are: [F:1][C:2]1[CH:11]=[C:10]([NH:12][C:13]([C:15]2[C:24]([O:25]COC)=[CH:23][C:22]3[C:21]([CH3:30])([CH3:29])[CH2:20][CH2:19][C:18]([CH3:32])([CH3:31])[C:17]=3[CH:16]=2)=[O:14])[CH:9]=[C:8]([F:33])[C:3]=1[C:4]([O:6]C)=[O:5]. (3) Given the product [Cl:1][C:2]1[C:3]([Cl:29])=[C:4]2[NH:10][C:9]([C:11]3[CH:16]=[CH:15][C:14]([O:17][CH2:18][CH2:19][N:20]4[CH2:21][CH2:22][O:23][CH2:24][CH2:25]4)=[C:13]([CH:12]=3)[NH2:26])=[N:8][C:5]2=[N:6][CH:7]=1, predict the reactants needed to synthesize it. The reactants are: [Cl:1][C:2]1[C:3]([Cl:29])=[C:4]2[NH:10][C:9]([C:11]3[CH:16]=[CH:15][C:14]([O:17][CH2:18][CH2:19][N:20]4[CH2:25][CH2:24][O:23][CH2:22][CH2:21]4)=[C:13]([N+:26]([O-])=O)[CH:12]=3)=[N:8][C:5]2=[N:6][CH:7]=1.[Cl-].[Cl-].[Ca+2].